From a dataset of Catalyst prediction with 721,799 reactions and 888 catalyst types from USPTO. Predict which catalyst facilitates the given reaction. (1) Reactant: [Br:1][C:2]1[CH:7]=[CH:6][C:5]([CH:8]2[CH2:11][CH2:10][NH:9]2)=[CH:4][CH:3]=1.[CH3:12][C:13]([O:16][C:17](O[C:17]([O:16][C:13]([CH3:15])([CH3:14])[CH3:12])=[O:18])=[O:18])([CH3:15])[CH3:14].C(=O)([O-])[O-].[K+].[K+]. Product: [Br:1][C:2]1[CH:3]=[CH:4][C:5]([CH:8]2[CH2:11][CH2:10][N:9]2[C:17]([O:16][C:13]([CH3:15])([CH3:14])[CH3:12])=[O:18])=[CH:6][CH:7]=1. The catalyst class is: 38. (2) Reactant: [CH2:1]([N:8]1[CH2:13][CH2:12][N:11]([CH2:14][C:15]2[N:24]=[C:23](Cl)[C:22]3[C:17](=[CH:18][CH:19]=[CH:20][CH:21]=3)[N:16]=2)[CH2:10][CH2:9]1)[C:2]1[CH:7]=[CH:6][CH:5]=[CH:4][CH:3]=1.[CH3:26][N:27]([CH3:32])[CH2:28][CH2:29][CH2:30][OH:31].C(=O)([O-])[O-].[K+].[K+]. Product: [CH2:1]([N:8]1[CH2:13][CH2:12][N:11]([CH2:14][C:15]2[N:24]=[C:23]([O:31][CH2:30][CH2:29][CH2:28][N:27]([CH3:32])[CH3:26])[C:22]3[C:17](=[CH:18][CH:19]=[CH:20][CH:21]=3)[N:16]=2)[CH2:10][CH2:9]1)[C:2]1[CH:7]=[CH:6][CH:5]=[CH:4][CH:3]=1. The catalyst class is: 10.